From a dataset of Catalyst prediction with 721,799 reactions and 888 catalyst types from USPTO. Predict which catalyst facilitates the given reaction. (1) Reactant: [CH3:1][N:2]1[C:10]2[C:5](=[CH:6][C:7]([C:11]([F:14])([F:13])[F:12])=[CH:8][CH:9]=2)[C:4]([C:15]2[N:20]=[C:19]3[C:21]([C:32]([O:34]C)=[O:33])=[CH:22][N:23](COC(=O)C(C)(C)C)[C:18]3=[N:17][CH:16]=2)=[N:3]1.[OH-].[Na+]. Product: [CH3:1][N:2]1[C:10]2[C:5](=[CH:6][C:7]([C:11]([F:13])([F:14])[F:12])=[CH:8][CH:9]=2)[C:4]([C:15]2[N:20]=[C:19]3[C:21]([C:32]([OH:34])=[O:33])=[CH:22][NH:23][C:18]3=[N:17][CH:16]=2)=[N:3]1. The catalyst class is: 38. (2) Reactant: Cl[C:2](Cl)(Cl)[CH:3]([OH:5])O.S([O-])([O-])(=O)=O.[Na+].[Na+].Cl.[NH2:16][OH:17].[CH3:18][O:19][C:20]1[CH:25]=[CH:24][C:23]([NH2:26])=[CH:22][C:21]=1[CH3:27].Cl. Product: [OH:17][N:16]=[CH:2][C:3]([NH:26][C:23]1[CH:24]=[CH:25][C:20]([O:19][CH3:18])=[C:21]([CH3:27])[CH:22]=1)=[O:5]. The catalyst class is: 6. (3) Reactant: [OH:1][C@H:2]1[CH2:7][CH2:6][C@H:5]([N:8]([C:24]([C@H:26]2[CH2:31][CH2:30][C@H:29]([CH3:32])[CH2:28][CH2:27]2)=[O:25])[C:9]2[CH:13]=[C:12]([C:14]3[CH2:19][CH2:18][C:17](=O)[CH2:16][CH:15]=3)[S:11][C:10]=2[C:21]([OH:23])=[O:22])[CH2:4][CH2:3]1.Cl.[CH2:34]([O:41][NH2:42])[C:35]1[CH:40]=[CH:39][CH:38]=[CH:37][CH:36]=1.C([O-])(=O)C.[Na+]. Product: [CH2:34]([O:41][N:42]=[C:17]1[CH2:18][CH2:19][C:14]([C:12]2[S:11][C:10]([C:21]([OH:23])=[O:22])=[C:9]([N:8]([C@H:5]3[CH2:6][CH2:7][C@H:2]([OH:1])[CH2:3][CH2:4]3)[C:24]([C@H:26]3[CH2:27][CH2:28][C@H:29]([CH3:32])[CH2:30][CH2:31]3)=[O:25])[CH:13]=2)=[CH:15][CH2:16]1)[C:35]1[CH:40]=[CH:39][CH:38]=[CH:37][CH:36]=1. The catalyst class is: 97.